Dataset: Reaction yield outcomes from USPTO patents with 853,638 reactions. Task: Predict the reaction yield, written as a fraction of the theoretical maximum amount of product (1.0 means a 100% yield; for example, 0.34 means a 34% yield). (1) The reactants are [I:1][C:2]1[CH:3]=[C:4]2[C:8](=[CH:9][CH:10]=1)[NH:7][C:6](=[O:11])[C:5]2=O.[Cl:13][C:14]1[CH:33]=[CH:32][C:17]([C:18]([NH:20][CH2:21][C:22]2[CH:27]=[CH:26][C:25]([C:28]([NH:30][NH2:31])=[O:29])=[CH:24][CH:23]=2)=[O:19])=[CH:16][CH:15]=1. The catalyst is C(O)(=O)C. The product is [Cl:13][C:14]1[CH:15]=[CH:16][C:17]([C:18]([NH:20][CH2:21][C:22]2[CH:27]=[CH:26][C:25]([C:28]([NH:30][N:31]=[C:5]3[C:4]4[C:8](=[CH:9][CH:10]=[C:2]([I:1])[CH:3]=4)[NH:7][C:6]3=[O:11])=[O:29])=[CH:24][CH:23]=2)=[O:19])=[CH:32][CH:33]=1. The yield is 0.920. (2) The product is [C:18]1([C:16]2[N:17]=[C:11]3[CH:10]=[C:9]([NH:8][C:7]([C:6]4[N:2]([CH3:1])[N:3]=[CH:4][C:5]=4[C:25]([N:33]4[CH:34]5[CH2:37][N:30]([CH2:36][CH2:35]5)[CH2:31][CH2:32]4)=[O:26])=[O:24])[CH:14]=[CH:13][N:12]3[N:15]=2)[CH:23]=[CH:22][CH:21]=[CH:20][CH:19]=1. The yield is 0.357. The reactants are [CH3:1][N:2]1[C:6]([C:7](=[O:24])[NH:8][C:9]2[CH:14]=[CH:13][N:12]3[N:15]=[C:16]([C:18]4[CH:23]=[CH:22][CH:21]=[CH:20][CH:19]=4)[N:17]=[C:11]3[CH:10]=2)=[C:5]([C:25](O)=[O:26])[CH:4]=[N:3]1.Cl.Cl.[N:30]12[CH2:37][CH:34]([CH2:35][CH2:36]1)[NH:33][CH2:32][CH2:31]2.CCCP(=O)=O.C(N(CC)C(C)C)(C)C. The catalyst is O1CCCC1. (3) The reactants are [Cl:1][C:2]1[CH:7]=[CH:6][C:5]([CH2:8][C@@H:9]([NH:29]C(=O)OC(C)(C)C)[C:10]([N:12]2[CH2:17][CH2:16][N:15]([C:18]3[C:19]4[C@H:26]([CH3:27])[CH2:25][CH2:24][C:20]=4[N:21]=[CH:22][N:23]=3)[C@@H:14]([CH3:28])[CH2:13]2)=[O:11])=[CH:4][CH:3]=1.[ClH:37]. The catalyst is C(Cl)Cl. The product is [ClH:1].[ClH:37].[NH2:29][C@H:9]([CH2:8][C:5]1[CH:6]=[CH:7][C:2]([Cl:1])=[CH:3][CH:4]=1)[C:10]([N:12]1[CH2:17][CH2:16][N:15]([C:18]2[C:19]3[C@H:26]([CH3:27])[CH2:25][CH2:24][C:20]=3[N:21]=[CH:22][N:23]=2)[C@@H:14]([CH3:28])[CH2:13]1)=[O:11]. The yield is 0.990. (4) The reactants are C([N:8]1[C:13](=[O:14])[C:12]([C:15]2[CH:20]=[CH:19][C:18]([Cl:21])=[CH:17][CH:16]=2)=[C:11]([Cl:22])[CH:10]=[N:9]1)C1C=CC=CC=1.[Cl-].[Al+3].[Cl-].[Cl-].O. The catalyst is C1(C)C=CC=CC=1. The product is [Cl:22][C:11]1[CH:10]=[N:9][NH:8][C:13](=[O:14])[C:12]=1[C:15]1[CH:20]=[CH:19][C:18]([Cl:21])=[CH:17][CH:16]=1. The yield is 0.920.